Dataset: NCI-60 drug combinations with 297,098 pairs across 59 cell lines. Task: Regression. Given two drug SMILES strings and cell line genomic features, predict the synergy score measuring deviation from expected non-interaction effect. Drug 1: C1CC(C1)(C(=O)O)C(=O)O.[NH2-].[NH2-].[Pt+2]. Drug 2: CC1=C(C=C(C=C1)C(=O)NC2=CC(=CC(=C2)C(F)(F)F)N3C=C(N=C3)C)NC4=NC=CC(=N4)C5=CN=CC=C5. Cell line: A498. Synergy scores: CSS=1.96, Synergy_ZIP=1.52, Synergy_Bliss=3.39, Synergy_Loewe=1.61, Synergy_HSA=1.14.